This data is from NCI-60 drug combinations with 297,098 pairs across 59 cell lines. The task is: Regression. Given two drug SMILES strings and cell line genomic features, predict the synergy score measuring deviation from expected non-interaction effect. (1) Drug 1: C1=NC2=C(N1)C(=S)N=CN2. Drug 2: C1C(C(OC1N2C=NC3=C2NC=NCC3O)CO)O. Cell line: HCT116. Synergy scores: CSS=31.8, Synergy_ZIP=7.90, Synergy_Bliss=8.97, Synergy_Loewe=-3.34, Synergy_HSA=9.52. (2) Cell line: NCI-H522. Drug 2: CCN(CC)CCNC(=O)C1=C(NC(=C1C)C=C2C3=C(C=CC(=C3)F)NC2=O)C. Drug 1: CC1=C(C=C(C=C1)C(=O)NC2=CC(=CC(=C2)C(F)(F)F)N3C=C(N=C3)C)NC4=NC=CC(=N4)C5=CN=CC=C5. Synergy scores: CSS=-3.22, Synergy_ZIP=1.37, Synergy_Bliss=0.915, Synergy_Loewe=-3.14, Synergy_HSA=-3.64. (3) Drug 1: COC1=CC(=CC(=C1O)OC)C2C3C(COC3=O)C(C4=CC5=C(C=C24)OCO5)OC6C(C(C7C(O6)COC(O7)C8=CC=CS8)O)O. Drug 2: CC1=C(C(CCC1)(C)C)C=CC(=CC=CC(=CC(=O)O)C)C. Cell line: EKVX. Synergy scores: CSS=19.2, Synergy_ZIP=-3.32, Synergy_Bliss=-2.47, Synergy_Loewe=-15.0, Synergy_HSA=-4.68. (4) Drug 1: CC1=C2C(C(=O)C3(C(CC4C(C3C(C(C2(C)C)(CC1OC(=O)C(C(C5=CC=CC=C5)NC(=O)OC(C)(C)C)O)O)OC(=O)C6=CC=CC=C6)(CO4)OC(=O)C)OC)C)OC. Drug 2: C1CN(CCN1C(=O)CCBr)C(=O)CCBr. Cell line: SR. Synergy scores: CSS=75.7, Synergy_ZIP=-2.36, Synergy_Bliss=-5.16, Synergy_Loewe=-5.69, Synergy_HSA=-3.21. (5) Drug 1: CS(=O)(=O)CCNCC1=CC=C(O1)C2=CC3=C(C=C2)N=CN=C3NC4=CC(=C(C=C4)OCC5=CC(=CC=C5)F)Cl. Drug 2: CS(=O)(=O)OCCCCOS(=O)(=O)C. Cell line: SW-620. Synergy scores: CSS=-1.19, Synergy_ZIP=-0.785, Synergy_Bliss=1.01, Synergy_Loewe=-1.83, Synergy_HSA=-1.35. (6) Drug 1: CN(C)N=NC1=C(NC=N1)C(=O)N. Drug 2: CC1CCCC2(C(O2)CC(NC(=O)CC(C(C(=O)C(C1O)C)(C)C)O)C(=CC3=CSC(=N3)C)C)C. Cell line: SNB-75. Synergy scores: CSS=-3.65, Synergy_ZIP=1.12, Synergy_Bliss=-0.799, Synergy_Loewe=-5.06, Synergy_HSA=-3.65. (7) Drug 1: CC1=CC2C(CCC3(C2CCC3(C(=O)C)OC(=O)C)C)C4(C1=CC(=O)CC4)C. Drug 2: CC(C)CN1C=NC2=C1C3=CC=CC=C3N=C2N. Cell line: NCI-H522. Synergy scores: CSS=1.57, Synergy_ZIP=0.557, Synergy_Bliss=1.69, Synergy_Loewe=0.402, Synergy_HSA=0.291.